This data is from Forward reaction prediction with 1.9M reactions from USPTO patents (1976-2016). The task is: Predict the product of the given reaction. (1) Given the reactants [CH3:1][C:2]1([CH3:16])[C:10]2[C:5](=[CH:6][C:7]([C:11](OC)=[O:12])=[CH:8][CH:9]=2)[NH:4][C:3]1=[O:15].O.[NH2:18][NH2:19], predict the reaction product. The product is: [CH3:1][C:2]1([CH3:16])[C:10]2[C:5](=[CH:6][C:7]([C:11]([NH:18][NH2:19])=[O:12])=[CH:8][CH:9]=2)[NH:4][C:3]1=[O:15]. (2) The product is: [F:42][C:2]([F:1])([F:41])[C:3]1[CH:4]=[C:5]([C@H:13]2[O:17][C:16](=[O:18])[N:15]([CH2:19][C:20]3[CH:25]=[C:24]([C:26]([F:28])([F:29])[F:27])[CH:23]=[CH:22][C:21]=3[C:30]3[CH:35]=[C:34]([S:36]([CH3:37])=[O:51])[CH:33]=[CH:32][C:31]=3[O:38][CH3:39])[C@H:14]2[CH3:40])[CH:6]=[C:7]([C:9]([F:12])([F:11])[F:10])[CH:8]=1. Given the reactants [F:1][C:2]([F:42])([F:41])[C:3]1[CH:4]=[C:5]([C@H:13]2[O:17][C:16](=[O:18])[N:15]([CH2:19][C:20]3[CH:25]=[C:24]([C:26]([F:29])([F:28])[F:27])[CH:23]=[CH:22][C:21]=3[C:30]3[CH:35]=[C:34]([S:36][CH3:37])[CH:33]=[CH:32][C:31]=3[O:38][CH3:39])[C@H:14]2[CH3:40])[CH:6]=[C:7]([C:9]([F:12])([F:11])[F:10])[CH:8]=1.C1C=C(Cl)C=C(C(OO)=[O:51])C=1, predict the reaction product. (3) Given the reactants CN(C)[CH:3]=[O:4].ClCCl.P(Cl)(Cl)(Cl)=O.[CH3:14][C:15]1[NH:16][CH:17]=[C:18]([CH3:24])[C:19]=1[CH2:20][C:21]([OH:23])=[O:22], predict the reaction product. The product is: [CH:3]([C:17]1[NH:16][C:15]([CH3:14])=[C:19]([CH2:20][C:21]([OH:23])=[O:22])[C:18]=1[CH3:24])=[O:4]. (4) Given the reactants [NH2:1][C:2]1[C:3]2[C:10]([C:11]3[CH:16]=[CH:15][CH:14]=[C:13]([O:17][CH2:18][C:19]45[O:25][CH:22]([CH2:23][CH2:24]4)[CH2:21][CH2:20]5)[CH:12]=3)=[CH:9][N:8]([C@@H:26]3[CH2:29][C@H:28](O)[CH2:27]3)[C:4]=2[N:5]=[CH:6][N:7]=1.[CH:31]([S:33]([CH:35]=[CH2:36])=[O:34])=[CH2:32].C(#[N:39])C, predict the reaction product. The product is: [C:19]12([CH2:18][O:17][C:13]3[CH:12]=[C:11]([C:10]4[C:3]5[C:2]([NH2:1])=[N:7][CH:6]=[N:5][C:4]=5[N:8]([C@H:26]5[CH2:29][C@@H:28]([N:39]6[CH2:36][CH2:35][S:33](=[O:34])[CH2:31][CH2:32]6)[CH2:27]5)[CH:9]=4)[CH:16]=[CH:15][CH:14]=3)[O:25][CH:22]([CH2:23][CH2:24]1)[CH2:21][CH2:20]2. (5) Given the reactants C([O:8][C:9]1[C:10]([O:39][CH3:40])=[CH:11][C:12]2[CH2:21][CH2:20][N:19]3[CH:14]([CH2:15][C:16]4[C:25]([Cl:26])=[CH:24][C:23]([O:27][CH3:28])=[C:22]([O:29][C:30](=[O:37])[C:31]5[CH:36]=[CH:35][CH:34]=[CH:33][CH:32]=5)[C:17]=4[CH2:18]3)[C:13]=2[CH:38]=1)C1C=CC=CC=1, predict the reaction product. The product is: [OH:8][C:9]1[C:10]([O:39][CH3:40])=[CH:11][C:12]2[CH2:21][CH2:20][N:19]3[CH:14]([CH2:15][C:16]4[C:25]([Cl:26])=[CH:24][C:23]([O:27][CH3:28])=[C:22]([O:29][C:30](=[O:37])[C:31]5[CH:32]=[CH:33][CH:34]=[CH:35][CH:36]=5)[C:17]=4[CH2:18]3)[C:13]=2[CH:38]=1. (6) The product is: [CH3:1][O:2][C:3](=[O:14])[C:4]1[CH:9]=[CH:8][C:7]([C:10]2[N:15]=[C:16]([NH2:18])[S:17][CH:11]=2)=[CH:6][CH:5]=1. Given the reactants [CH3:1][O:2][C:3](=[O:14])[C:4]1[CH:9]=[CH:8][C:7]([C:10](=O)[CH2:11]Br)=[CH:6][CH:5]=1.[NH2:15][C:16]([NH2:18])=[S:17].C(O)(C)C.C(=O)([O-])[O-].[Na+].[Na+], predict the reaction product. (7) Given the reactants [OH:1]/[N:2]=[C:3](\[NH2:15])/[C:4]1[CH:9]=[CH:8][C:7]([C:10]2[N:11]=[N:12][S:13][CH:14]=2)=[CH:6][CH:5]=1.[Cl:16][C:17]1[CH:22]=[CH:21][CH:20]=[CH:19][C:18]=1[C:23]1[C:27]([C:28](Cl)=[O:29])=[C:26]([CH3:31])[O:25][N:24]=1.C(N(CC)CC)C, predict the reaction product. The product is: [Cl:16][C:17]1[CH:22]=[CH:21][CH:20]=[CH:19][C:18]=1[C:23]1[C:27]([C:28]([O:1]/[N:2]=[C:3](\[NH2:15])/[C:4]2[CH:5]=[CH:6][C:7]([C:10]3[N:11]=[N:12][S:13][CH:14]=3)=[CH:8][CH:9]=2)=[O:29])=[C:26]([CH3:31])[O:25][N:24]=1. (8) Given the reactants [CH3:1][S:2]([CH2:4][O:5][C:6]1[CH:7]=[C:8]([CH:12]=[CH:13][CH:14]=1)[CH2:9][NH:10][CH3:11])=[O:3].Cl[C:16]1[NH:17][C:18]2[C:23]([C:24](=[O:26])[N:25]=1)=[C:22]([CH3:27])[C:21]([O:28][CH3:29])=[C:20]([O:30][CH3:31])[CH:19]=2.CCN(CC)CC.O, predict the reaction product. The product is: [CH3:1][S:2]([CH2:4][O:5][C:6]1[CH:7]=[C:8]([CH:12]=[CH:13][CH:14]=1)[CH2:9][N:10]([CH3:11])[C:16]1[NH:17][C:18]2[C:23]([C:24](=[O:26])[N:25]=1)=[C:22]([CH3:27])[C:21]([O:28][CH3:29])=[C:20]([O:30][CH3:31])[CH:19]=2)=[O:3]. (9) The product is: [CH3:15][C:12]1([CH3:14])[CH2:11][C:10]2[C:5]([CH3:2])=[CH:6][C:7]([CH:16]=[O:20])=[CH:8][C:9]=2[O:13]1. Given the reactants Cl[CH2:2][Zn].Br[C:5]1[C:10]2[CH2:11][C:12]([CH3:15])([CH3:14])[O:13][C:9]=2[CH:8]=[C:7]([CH:16]2[O:20]CCO2)[CH:6]=1.Cl, predict the reaction product.